From a dataset of Peptide-MHC class I binding affinity with 185,985 pairs from IEDB/IMGT. Regression. Given a peptide amino acid sequence and an MHC pseudo amino acid sequence, predict their binding affinity value. This is MHC class I binding data. (1) The peptide sequence is EIINNGISY. The MHC is HLA-A80:01 with pseudo-sequence HLA-A80:01. The binding affinity (normalized) is 0.0847. (2) The peptide sequence is VTTEVAFGL. The MHC is HLA-A02:06 with pseudo-sequence HLA-A02:06. The binding affinity (normalized) is 1.00.